Task: Predict which catalyst facilitates the given reaction.. Dataset: Catalyst prediction with 721,799 reactions and 888 catalyst types from USPTO (1) Reactant: [Cl:1][C:2]1[CH:3]=[C:4]([C:12]2[O:16][N:15]=[C:14]([C:17]3[CH:18]=[CH:19][CH:20]=[C:21]4[C:25]=3[NH:24][CH:23]=[C:22]4[C:26]([NH:28][CH2:29][C:30]([O-:32])=[O:31])=[O:27])[N:13]=2)[CH:5]=[CH:6][C:7]=1[O:8][CH:9]([CH3:11])[CH3:10].[OH-].[Na+].Cl. Product: [Cl:1][C:2]1[CH:3]=[C:4]([C:12]2[O:16][N:15]=[C:14]([C:17]3[CH:18]=[CH:19][CH:20]=[C:21]4[C:25]=3[NH:24][CH:23]=[C:22]4[C:26]([NH:28][CH2:29][C:30]([OH:32])=[O:31])=[O:27])[N:13]=2)[CH:5]=[CH:6][C:7]=1[O:8][CH:9]([CH3:10])[CH3:11]. The catalyst class is: 1. (2) Reactant: C[O:2][C:3](=[O:38])[C:4]1[CH:9]=[C:8]([CH3:10])[C:7]([O:11][CH:12]([C:19]2[N:20]([C:30]3[CH:35]=[CH:34][C:33]([Cl:36])=[CH:32][CH:31]=3)[N:21]=[C:22]3[C:27]=2[CH:26]=[C:25]([F:28])[C:24]([F:29])=[CH:23]3)[CH:13]2[CH2:18][CH2:17][CH2:16][CH2:15][CH2:14]2)=[C:6]([CH3:37])[CH:5]=1.[OH-].[Li+]. Product: [Cl:36][C:33]1[CH:34]=[CH:35][C:30]([N:20]2[C:19]([CH:12]([CH:13]3[CH2:18][CH2:17][CH2:16][CH2:15][CH2:14]3)[O:11][C:7]3[C:8]([CH3:10])=[CH:9][C:4]([C:3]([OH:38])=[O:2])=[CH:5][C:6]=3[CH3:37])=[C:27]3[C:22]([CH:23]=[C:24]([F:29])[C:25]([F:28])=[CH:26]3)=[N:21]2)=[CH:31][CH:32]=1. The catalyst class is: 36.